Dataset: Reaction yield outcomes from USPTO patents with 853,638 reactions. Task: Predict the reaction yield, written as a fraction of the theoretical maximum amount of product (1.0 means a 100% yield; for example, 0.34 means a 34% yield). (1) The reactants are [OH:1][C@@H:2]([CH3:9])[C:3]([O:5][CH:6]([CH3:8])[CH3:7])=[O:4].CC1(C)[O:16][C:15](=O)[CH:14]=[C:13]([CH3:18])[O:12]1. The catalyst is O. The product is [O:12]=[C:13]([CH3:18])[CH2:14][C:15]([O:1][C@@H:2]([CH3:9])[C:3]([O:5][CH:6]([CH3:8])[CH3:7])=[O:4])=[O:16]. The yield is 0.700. (2) The reactants are C([C@H]1C[C@H](O)CCO1)(C1C=CC=CC=1)C1C=CC=CC=1.[CH:21]([C@H:34]1[CH2:39][C@H:38]([O:40][S:41]([CH3:44])(=[O:43])=[O:42])[CH2:37][CH2:36][O:35]1)([C:28]1[CH:33]=[CH:32][CH:31]=[CH:30][CH:29]=1)[C:22]1[CH:27]=[CH:26][CH:25]=[CH:24][CH:23]=1. No catalyst specified. The product is [CH:21]([C@H:34]1[CH2:39][C@@H:38]([O:40][S:41]([CH3:44])(=[O:43])=[O:42])[CH2:37][CH2:36][O:35]1)([C:28]1[CH:29]=[CH:30][CH:31]=[CH:32][CH:33]=1)[C:22]1[CH:23]=[CH:24][CH:25]=[CH:26][CH:27]=1. The yield is 0.980.